Predict the reactants needed to synthesize the given product. From a dataset of Full USPTO retrosynthesis dataset with 1.9M reactions from patents (1976-2016). (1) Given the product [C:24](=[O:32])([S:29][CH2:30][CH3:31])[O:25][CH:26]([O:5][C:1](=[O:6])[CH:2]([CH3:4])[CH3:3])[CH3:27], predict the reactants needed to synthesize it. The reactants are: [C:1]([O-:6])(=[O:5])[CH:2]([CH3:4])[CH3:3].C([N+](CCCC)(CCCC)CCCC)CCC.[C:24](=[O:32])([S:29][CH2:30][CH3:31])[O:25][CH:26](Cl)[CH3:27]. (2) Given the product [Cl:25][C:26]1[CH:27]=[C:28]([CH2:49][S:50]([CH3:51])=[N:5][C:3](=[O:4])[C:2]([F:7])([F:6])[F:1])[CH:29]=[C:30]([NH:32][C:33]2[CH:38]=[C:37]([C:39]3[CH:44]=[CH:43][C:42]([F:45])=[CH:41][C:40]=3[O:46][CH3:47])[C:36]([F:48])=[CH:35][N:34]=2)[N:31]=1, predict the reactants needed to synthesize it. The reactants are: [F:1][C:2]([F:7])([F:6])[C:3]([NH2:5])=[O:4].CC(C)([O-])C.[Na+].BrN1C(C)(C)C(=O)N(Br)C1=O.[Cl:25][C:26]1[N:31]=[C:30]([NH:32][C:33]2[CH:38]=[C:37]([C:39]3[CH:44]=[CH:43][C:42]([F:45])=[CH:41][C:40]=3[O:46][CH3:47])[C:36]([F:48])=[CH:35][N:34]=2)[CH:29]=[C:28]([CH2:49][S:50][CH3:51])[CH:27]=1.S([O-])([O-])=O.[Na+].[Na+]. (3) The reactants are: C([O:8][C:9]1[C:14]([O:15][CH3:16])=[CH:13][C:12]([CH2:17][C:18]([C:20]2[CH:21]=[C:22]3[C:27](=[CH:28][CH:29]=2)[O:26][C:25]([CH3:31])([CH3:30])[CH:24]=[CH:23]3)=[O:19])=[CH:11][C:10]=1[O:32][CH3:33])C1C=CC=CC=1. Given the product [CH3:30][C:25]1([CH3:31])[CH2:24][CH2:23][C:22]2[C:27](=[CH:28][CH:29]=[C:20]([C:18](=[O:19])[CH2:17][C:12]3[CH:13]=[C:14]([O:15][CH3:16])[C:9]([OH:8])=[C:10]([O:32][CH3:33])[CH:11]=3)[CH:21]=2)[O:26]1, predict the reactants needed to synthesize it. (4) Given the product [F:1][C:2]1[CH:3]=[C:4]([C@@:8]23[O:35][CH2:34][O:33][C@@H:9]2[CH2:10][N:11]([C:14]([C:16]2[N:17]=[C:18]([O:31][CH3:32])[C:19]([O:22][CH2:23][CH:24]4[CH:29]5[CH:25]4[CH2:26][C:27](=[O:30])[CH2:28]5)=[CH:20][CH:21]=2)=[O:15])[CH2:12][CH2:13]3)[CH:5]=[CH:6][CH:7]=1, predict the reactants needed to synthesize it. The reactants are: [F:1][C:2]1[CH:3]=[C:4]([C@@:8]23[O:35][CH2:34][O:33][C@@H:9]2[CH2:10][N:11]([C:14]([C:16]2[CH:21]=[CH:20][C:19]([O:22][CH2:23][CH:24]4[CH:29]5[CH:25]4[CH2:26][CH:27]([OH:30])[CH2:28]5)=[C:18]([O:31][CH3:32])[N:17]=2)=[O:15])[CH2:12][CH2:13]3)[CH:5]=[CH:6][CH:7]=1.CC(OI1(OC(C)=O)(OC(C)=O)OC(=O)C2C=CC=CC1=2)=O. (5) Given the product [NH2:1][C:2]1[N:3]=[C:4]([Cl:23])[C:5]2=[C:6]([N:8]([CH2:12][C:13]3[C:18]([CH3:19])=[C:17]([O:20][CH3:21])[C:16]([CH3:22])=[CH:15][N:14]=3)[C:9](=[O:11])/[C:10]/2=[CH:42]\[C:26]2[NH:27][CH:28]=[C:29]([C:30](=[O:40])[CH2:31][O:32][CH2:33][CH2:34][N:35]3[CH2:39][CH2:38][CH2:37][CH2:36]3)[CH:25]=2)[N:7]=1, predict the reactants needed to synthesize it. The reactants are: [NH2:1][C:2]1[N:3]=[C:4]([Cl:23])[C:5]2[CH2:10][C:9](=[O:11])[N:8]([CH2:12][C:13]3[C:18]([CH3:19])=[C:17]([O:20][CH3:21])[C:16]([CH3:22])=[CH:15][N:14]=3)[C:6]=2[N:7]=1.C[C:25]1[C:29]([C:30](=[O:40])[CH2:31][O:32][CH2:33][CH2:34][N:35]2[CH2:39][CH2:38][CH2:37][CH2:36]2)=[C:28](C)[NH:27][C:26]=1[CH:42]=O.N1CCCCC1.